Dataset: Reaction yield outcomes from USPTO patents with 853,638 reactions. Task: Predict the reaction yield, written as a fraction of the theoretical maximum amount of product (1.0 means a 100% yield; for example, 0.34 means a 34% yield). (1) The reactants are C[O:2][CH:3](OC)[C:4]1[CH:5]=[C:6]([CH:10]=[CH:11][C:12]=1[O:13][CH3:14])[C:7](O)=[O:8].[Cl-].[NH4+].O.[N:20]1(O)C2C=CC=CC=2N=N1.Cl.CN(C)CCCN=C=NCC.C(N(CC)C(C)C)(C)C.Cl. The catalyst is CN(C)C=O. The product is [CH:3]([C:4]1[CH:5]=[C:6]([CH:10]=[CH:11][C:12]=1[O:13][CH3:14])[C:7]([NH2:20])=[O:8])=[O:2]. The yield is 0.710. (2) The product is [F:5][CH:6]([F:16])[C:7]1[CH:8]=[C:9]([CH:10]=[CH:11][CH:12]=1)[NH2:13]. The catalyst is [Fe].C(OCC)(=O)C. The reactants are C(O)(=O)C.[F:5][CH:6]([F:16])[C:7]1[CH:12]=[CH:11][CH:10]=[C:9]([N+:13]([O-])=O)[CH:8]=1. The yield is 0.500. (3) The catalyst is CO.[Ni]. The yield is 0.901. The reactants are [Cl:1][C:2]1[C:3]([F:26])=[C:4]([NH:9][C:10]2[C:19]3[C:14](=[CH:15][C:16]([O:23][CH2:24][CH3:25])=[C:17]([N+:20]([O-])=O)[CH:18]=3)[N:13]=[CH:12][N:11]=2)[CH:5]=[CH:6][C:7]=1[Cl:8]. The product is [Cl:1][C:2]1[C:3]([F:26])=[C:4]([NH:9][C:10]2[C:19]3[C:14](=[CH:15][C:16]([O:23][CH2:24][CH3:25])=[C:17]([NH2:20])[CH:18]=3)[N:13]=[CH:12][N:11]=2)[CH:5]=[CH:6][C:7]=1[Cl:8]. (4) The reactants are [C:1](OC(=O)C)(=[O:3])[CH3:2].[OH:8][C@H:9]1[CH2:26][CH2:25][C@@:24]2([CH3:27])[C@@H:11]([CH2:12][CH2:13][C@:14]3([CH3:38])[C@@H:23]2[CH2:22][CH2:21][C@H:20]2[C@@:15]3([CH3:37])[CH2:16][CH2:17][C@@:18]3([C:34]([OH:36])=[O:35])[CH2:30][CH2:29][C@@H:28]([C:31]([CH3:33])=[CH2:32])[C@@H:19]32)[C:10]1([CH3:40])[CH3:39].CCN(C(C)C)C(C)C. The catalyst is CN(C1C=CN=CC=1)C.C1COCC1.Cl. The product is [C:1]([O:8][C@H:9]1[CH2:26][CH2:25][C@@:24]2([CH3:27])[C@@H:11]([CH2:12][CH2:13][C@:14]3([CH3:38])[C@@H:23]2[CH2:22][CH2:21][C@H:20]2[C@@:15]3([CH3:37])[CH2:16][CH2:17][C@@:18]3([C:34]([OH:36])=[O:35])[CH2:30][CH2:29][C@@H:28]([C:31]([CH3:33])=[CH2:32])[C@@H:19]32)[C:10]1([CH3:40])[CH3:39])(=[O:3])[CH3:2]. The yield is 0.910. (5) The reactants are [Br:1][C:2]1[CH:7]=[C:6]([Cl:8])[CH:5]=[C:4]([F:9])[C:3]=1N.F[B-](F)(F)F.N#[O+].[C-:18]#[N:19].[K+]. The product is [Br:1][C:2]1[CH:7]=[C:6]([Cl:8])[CH:5]=[C:4]([F:9])[C:3]=1[C:18]#[N:19]. The catalyst is C(Cl)Cl. The yield is 0.380. (6) The reactants are CC1(C)C(C)(C)OB([C:9]2[CH:10]=[N:11][N:12]([C:14]([C:27]3[CH:32]=[CH:31][CH:30]=[CH:29][CH:28]=3)([C:21]3[CH:26]=[CH:25][CH:24]=[CH:23][CH:22]=3)[C:15]3[CH:20]=[CH:19][CH:18]=[CH:17][CH:16]=3)[CH:13]=2)O1.Br[C:35]1[C:36]([NH2:41])=[N:37][CH:38]=[CH:39][CH:40]=1.C1(C)C=CC=CC=1.C(=O)([O-])[O-].[Na+].[Na+]. The catalyst is C(O)C. The product is [C:14]([N:12]1[CH:13]=[CH:9][C:10]([C:35]2[C:36]([NH2:41])=[N:37][CH:38]=[CH:39][CH:40]=2)=[N:11]1)([C:21]1[CH:26]=[CH:25][CH:24]=[CH:23][CH:22]=1)([C:15]1[CH:16]=[CH:17][CH:18]=[CH:19][CH:20]=1)[C:27]1[CH:32]=[CH:31][CH:30]=[CH:29][CH:28]=1. The yield is 0.780. (7) The reactants are Cl[C:2]1[C:23]([O:24][CH2:25][CH2:26][O:27][CH2:28][CH2:29][O:30][CH3:31])=[CH:22][C:5]([C:6]([NH:8][S:9]([C:12]2[CH:17]=[CH:16][CH:15]=[CH:14][C:13]=2[S:18](=[O:21])(=[O:20])[NH2:19])(=[O:11])=[O:10])=[O:7])=[CH:4][N:3]=1.[O:32]1[C:36]2[CH:37]=[CH:38][CH:39]=[CH:40][C:35]=2[CH:34]=[C:33]1B(O)O. No catalyst specified. The product is [O:32]1[C:36]2[CH:37]=[CH:38][CH:39]=[CH:40][C:35]=2[CH:34]=[C:33]1[C:2]1[C:23]([O:24][CH2:25][CH2:26][O:27][CH2:28][CH2:29][O:30][CH3:31])=[CH:22][C:5]([C:6]([NH:8][S:9]([C:12]2[CH:17]=[CH:16][CH:15]=[CH:14][C:13]=2[S:18](=[O:21])(=[O:20])[NH2:19])(=[O:11])=[O:10])=[O:7])=[CH:4][N:3]=1. The yield is 0.310. (8) The reactants are [CH2:1]([C@H:8]1[CH2:13][CH2:12][O:11][C:10](=[O:14])[N:9]1[C:15](=[O:30])[C@@H:16]([C@@H:21]([C:23]1[CH:24]=[N:25][C:26]([Cl:29])=[CH:27][CH:28]=1)[OH:22])[CH2:17][CH2:18][C:19]#[CH:20])[C:2]1[CH:7]=[CH:6][CH:5]=[CH:4][CH:3]=1.N1C(C)=CC=CC=1C.FC(F)(F)S(O[Si:45]([C:48]([CH3:51])([CH3:50])[CH3:49])([CH3:47])[CH3:46])(=O)=O. The catalyst is ClCCl. The product is [CH2:1]([C@H:8]1[CH2:13][CH2:12][O:11][C:10](=[O:14])[N:9]1[C:15](=[O:30])[C@@H:16]([C@H:21]([O:22][Si:45]([C:48]([CH3:51])([CH3:50])[CH3:49])([CH3:47])[CH3:46])[C:23]1[CH:24]=[N:25][C:26]([Cl:29])=[CH:27][CH:28]=1)[CH2:17][CH2:18][C:19]#[CH:20])[C:2]1[CH:3]=[CH:4][CH:5]=[CH:6][CH:7]=1. The yield is 0.970. (9) The reactants are C(Cl)(=O)C(Cl)=O.CS(C)=O.[C:11]([O:15][C:16](=[O:26])[NH:17][CH2:18][C:19]1([CH2:24][OH:25])[CH2:23][CH2:22][CH2:21][CH2:20]1)([CH3:14])([CH3:13])[CH3:12].O. The catalyst is C(Cl)Cl. The product is [C:11]([O:15][C:16](=[O:26])[NH:17][CH2:18][C:19]1([CH:24]=[O:25])[CH2:23][CH2:22][CH2:21][CH2:20]1)([CH3:12])([CH3:14])[CH3:13]. The yield is 0.940.